This data is from Catalyst prediction with 721,799 reactions and 888 catalyst types from USPTO. The task is: Predict which catalyst facilitates the given reaction. Reactant: Cl.Cl.C(NC1C=CC(C2[O:19][C:20]([C:23]3[CH:28]=[CH:27][C:26](NC(=N)C4C=CC=CC=4)=[CH:25][CH:24]=3)=CC=2)=CC=1)(=N)C1C=CC=CC=1.[NH2:38][C:39]1[CH:44]=[CH:43][C:42]([C:45]2[O:46][C:47]([C:50]3[CH:55]=[CH:54][C:53]([NH2:56])=[CH:52][CH:51]=3)=[CH:48][CH:49]=2)=[CH:41][CH:40]=1.C(N(CC)CC)C.[C:64](Cl)(=[O:71])[C:65]1[CH:70]=[CH:69][CH:68]=[CH:67][CH:66]=1. Product: [C:64]([NH:56][C:53]1[CH:54]=[CH:55][C:50]([C:47]2[O:46][C:45]([C:42]3[CH:43]=[CH:44][C:39]([NH:38][C:20](=[O:19])[C:23]4[CH:24]=[CH:25][CH:26]=[CH:27][CH:28]=4)=[CH:40][CH:41]=3)=[CH:49][CH:48]=2)=[CH:51][CH:52]=1)(=[O:71])[C:65]1[CH:70]=[CH:69][CH:68]=[CH:67][CH:66]=1. The catalyst class is: 47.